This data is from NCI-60 drug combinations with 297,098 pairs across 59 cell lines. The task is: Regression. Given two drug SMILES strings and cell line genomic features, predict the synergy score measuring deviation from expected non-interaction effect. Cell line: HCC-2998. Drug 2: CC1C(C(CC(O1)OC2CC(OC(C2O)C)OC3=CC4=CC5=C(C(=O)C(C(C5)C(C(=O)C(C(C)O)O)OC)OC6CC(C(C(O6)C)O)OC7CC(C(C(O7)C)O)OC8CC(C(C(O8)C)O)(C)O)C(=C4C(=C3C)O)O)O)O. Synergy scores: CSS=36.6, Synergy_ZIP=11.4, Synergy_Bliss=12.4, Synergy_Loewe=11.5, Synergy_HSA=11.0. Drug 1: CS(=O)(=O)C1=CC(=C(C=C1)C(=O)NC2=CC(=C(C=C2)Cl)C3=CC=CC=N3)Cl.